Dataset: Full USPTO retrosynthesis dataset with 1.9M reactions from patents (1976-2016). Task: Predict the reactants needed to synthesize the given product. (1) Given the product [Cl:34][CH2:33][CH2:32][CH2:31][CH:10]1[S:9](=[O:19])(=[O:18])[N:8]([C:3]2[CH:4]=[CH:5][CH:6]=[CH:7][C:2]=2[F:1])[C:13]2[CH:14]=[CH:15][CH:16]=[CH:17][C:12]=2[CH2:11]1, predict the reactants needed to synthesize it. The reactants are: [F:1][C:2]1[CH:7]=[CH:6][CH:5]=[CH:4][C:3]=1[N:8]1[C:13]2[CH:14]=[CH:15][CH:16]=[CH:17][C:12]=2[CH2:11][CH2:10][S:9]1(=[O:19])=[O:18].C[Si](C)(C)[N-][Si](C)(C)C.[Li+].Br[CH2:31][CH2:32][CH2:33][Cl:34]. (2) The reactants are: C(O[C:6]([N:8]1[CH2:12][C:11](=[N:13][O:14][CH3:15])[CH2:10][C@H:9]1[C:16]([OH:18])=O)=[O:7])(C)(C)C.[C:19]1([C:28]2[CH:33]=[CH:32][CH:31]=[CH:30][CH:29]=2)[CH:24]=[CH:23][C:22](C(Cl)=O)=[CH:21][CH:20]=1.[NH2:34][CH2:35][C:36]([NH2:38])=[O:37]. Given the product [NH2:38][C:36](=[O:37])[CH2:35][NH:34][C:16]([C@@H:9]1[CH2:10][C:11](=[N:13][O:14][CH3:15])[CH2:12][N:8]1[C:6]([C:31]1[CH:30]=[CH:29][C:28]([C:19]2[CH:20]=[CH:21][CH:22]=[CH:23][CH:24]=2)=[CH:33][CH:32]=1)=[O:7])=[O:18], predict the reactants needed to synthesize it. (3) The reactants are: [CH3:1][N:2]([CH3:17])[CH2:3][CH2:4][S:5]([C:8]1[CH:13]=[CH:12][C:11]([N+:14]([O-])=O)=[CH:10][CH:9]=1)(=[O:7])=[O:6]. Given the product [CH3:1][N:2]([CH3:17])[CH2:3][CH2:4][S:5]([C:8]1[CH:13]=[CH:12][C:11]([NH2:14])=[CH:10][CH:9]=1)(=[O:7])=[O:6], predict the reactants needed to synthesize it. (4) Given the product [C:1]([O:4][CH2:5]/[C:6](/[C:17]1[CH:22]=[CH:21][C:20]([S:23]([CH3:26])(=[O:25])=[O:24])=[CH:19][CH:18]=1)=[C:7](/[C:11]1[CH:16]=[CH:15][CH:14]=[CH:13][CH:12]=1)\[C:8]([O:10][CH2:35][CH2:34][CH2:33][CH2:32][C@@H:31]([O:37][N+:38]([O-:40])=[O:39])[CH2:30][O:29][N+:27]([O-:41])=[O:28])=[O:9])(=[O:3])[CH3:2], predict the reactants needed to synthesize it. The reactants are: [C:1]([O:4][CH2:5]/[C:6](/[C:17]1[CH:22]=[CH:21][C:20]([S:23]([CH3:26])(=[O:25])=[O:24])=[CH:19][CH:18]=1)=[C:7](/[C:11]1[CH:16]=[CH:15][CH:14]=[CH:13][CH:12]=1)\[C:8]([OH:10])=[O:9])(=[O:3])[CH3:2].[N+:27]([O-:41])([O:29][CH2:30][C@H:31]([O:37][N+:38]([O-:40])=[O:39])[CH2:32][CH2:33][CH2:34][CH2:35]O)=[O:28].CCN=C=NCCCN(C)C.C(OC(=O)C)(=O)C. (5) Given the product [ClH:1].[C:22]1([C:2]2[CH:3]=[C:4]([NH:11][C:12]3[CH:17]=[CH:16][CH:15]=[C:14]([C:18]([F:21])([F:20])[F:19])[N:13]=3)[C:5]3[N:6]([CH:8]=[CH:9][N:10]=3)[N:7]=2)[CH:27]=[CH:26][CH:25]=[CH:24][CH:23]=1, predict the reactants needed to synthesize it. The reactants are: [Cl:1][C:2]1[CH:3]=[C:4]([NH:11][C:12]2[CH:17]=[CH:16][CH:15]=[C:14]([C:18]([F:21])([F:20])[F:19])[N:13]=2)[C:5]2[N:6]([CH:8]=[CH:9][N:10]=2)[N:7]=1.[C:22]1(B(O)O)[CH:27]=[CH:26][CH:25]=[CH:24][CH:23]=1.CC(C1C=C(C(C)C)C(C2C=CC=CC=2P(C2CCCCC2)C2CCCCC2)=C(C(C)C)C=1)C.C([O-])([O-])=O.[K+].[K+]. (6) The reactants are: Cl[C:2]1[C:3]2[C:4](=[CH:18][N:19](CC3C=CC(OC)=CC=3)[N:20]=2)[N:5]=[C:6]([C:8]2[CH:13]=[CH:12][CH:11]=[C:10]([S:14]([CH3:17])(=[O:16])=[O:15])[CH:9]=2)[N:7]=1.[O:30]1[CH2:35][CH2:34][N:33]([C:36]2[CH:42]=[CH:41][C:39]([NH2:40])=[CH:38][CH:37]=2)[CH2:32][CH2:31]1.Cl. Given the product [CH3:17][S:14]([C:10]1[CH:9]=[C:8]([C:6]2[N:7]=[C:2]([NH:40][C:39]3[CH:38]=[CH:37][C:36]([N:33]4[CH2:34][CH2:35][O:30][CH2:31][CH2:32]4)=[CH:42][CH:41]=3)[C:3]3[NH:20][N:19]=[CH:18][C:4]=3[N:5]=2)[CH:13]=[CH:12][CH:11]=1)(=[O:15])=[O:16], predict the reactants needed to synthesize it.